Dataset: NCI-60 drug combinations with 297,098 pairs across 59 cell lines. Task: Regression. Given two drug SMILES strings and cell line genomic features, predict the synergy score measuring deviation from expected non-interaction effect. Drug 1: C1CC(=O)NC(=O)C1N2CC3=C(C2=O)C=CC=C3N. Drug 2: CC1=C(C=C(C=C1)NC(=O)C2=CC=C(C=C2)CN3CCN(CC3)C)NC4=NC=CC(=N4)C5=CN=CC=C5. Cell line: HL-60(TB). Synergy scores: CSS=11.0, Synergy_ZIP=4.95, Synergy_Bliss=8.15, Synergy_Loewe=1.26, Synergy_HSA=1.75.